Task: Regression. Given two drug SMILES strings and cell line genomic features, predict the synergy score measuring deviation from expected non-interaction effect.. Dataset: NCI-60 drug combinations with 297,098 pairs across 59 cell lines (1) Drug 1: CCCS(=O)(=O)NC1=C(C(=C(C=C1)F)C(=O)C2=CNC3=C2C=C(C=N3)C4=CC=C(C=C4)Cl)F. Drug 2: CCC1(CC2CC(C3=C(CCN(C2)C1)C4=CC=CC=C4N3)(C5=C(C=C6C(=C5)C78CCN9C7C(C=CC9)(C(C(C8N6C)(C(=O)OC)O)OC(=O)C)CC)OC)C(=O)OC)O.OS(=O)(=O)O. Cell line: DU-145. Synergy scores: CSS=43.6, Synergy_ZIP=9.35, Synergy_Bliss=13.3, Synergy_Loewe=-33.1, Synergy_HSA=11.0. (2) Drug 1: C1CN1P(=S)(N2CC2)N3CC3. Drug 2: CC(C)CN1C=NC2=C1C3=CC=CC=C3N=C2N. Cell line: BT-549. Synergy scores: CSS=9.76, Synergy_ZIP=-1.56, Synergy_Bliss=7.86, Synergy_Loewe=5.57, Synergy_HSA=5.66. (3) Drug 1: COC1=NC(=NC2=C1N=CN2C3C(C(C(O3)CO)O)O)N. Drug 2: CCC1(CC2CC(C3=C(CCN(C2)C1)C4=CC=CC=C4N3)(C5=C(C=C6C(=C5)C78CCN9C7C(C=CC9)(C(C(C8N6C)(C(=O)OC)O)OC(=O)C)CC)OC)C(=O)OC)O.OS(=O)(=O)O. Cell line: NCI-H226. Synergy scores: CSS=9.47, Synergy_ZIP=-0.936, Synergy_Bliss=1.90, Synergy_Loewe=2.67, Synergy_HSA=1.37. (4) Drug 1: CC=C1C(=O)NC(C(=O)OC2CC(=O)NC(C(=O)NC(CSSCCC=C2)C(=O)N1)C(C)C)C(C)C. Drug 2: C(CN)CNCCSP(=O)(O)O. Cell line: CAKI-1. Synergy scores: CSS=65.4, Synergy_ZIP=4.65, Synergy_Bliss=2.15, Synergy_Loewe=-63.7, Synergy_HSA=0.373.